This data is from Catalyst prediction with 721,799 reactions and 888 catalyst types from USPTO. The task is: Predict which catalyst facilitates the given reaction. (1) Reactant: [CH2:1]([O:8][C:9]1[C:10]2[N:11]([C:16]([C:20]([O:22]CC)=[O:21])=[C:17]([CH3:19])[N:18]=2)[CH:12]=[C:13]([CH3:15])[CH:14]=1)[C:2]1[CH:7]=[CH:6][CH:5]=[CH:4][CH:3]=1.[OH-].[Li+].Cl. Product: [CH2:1]([O:8][C:9]1[C:10]2[N:11]([C:16]([C:20]([OH:22])=[O:21])=[C:17]([CH3:19])[N:18]=2)[CH:12]=[C:13]([CH3:15])[CH:14]=1)[C:2]1[CH:7]=[CH:6][CH:5]=[CH:4][CH:3]=1. The catalyst class is: 219. (2) Reactant: [SH:1][CH:2](O)C.[Cl:5][C:6]1[C:7]([NH:26][C:27](=[O:35])[CH2:28][CH:29]2[CH2:34][CH2:33][CH2:32][CH2:31][CH2:30]2)=[C:8]2[C:13](=[CH:14][CH:15]=1)[N:12]=[C:11]([N:16]1[CH2:20][CH2:19][C@H:18](OS(C)(=O)=O)[CH2:17]1)[CH:10]=[CH:9]2.[C:36](=[O:39])([O-])[O-].[K+].[K+]. Product: [Cl:5][C:6]1[C:7]([NH:26][C:27](=[O:35])[CH2:28][CH:29]2[CH2:34][CH2:33][CH2:32][CH2:31][CH2:30]2)=[C:8]2[C:13](=[CH:14][CH:15]=1)[N:12]=[C:11]([N:16]1[CH2:20][CH2:19][C@H:18]([S:1][CH2:2][CH2:36][OH:39])[CH2:17]1)[CH:10]=[CH:9]2. The catalyst class is: 9. (3) Reactant: [C:1](#[N:8])[C:2]1[CH:7]=[CH:6][CH:5]=[CH:4][CH:3]=1.[NH2:9][OH:10]. Product: [OH:10][NH:9][C:1](=[NH:8])[C:2]1[CH:7]=[CH:6][CH:5]=[CH:4][CH:3]=1. The catalyst class is: 8. (4) Reactant: I[CH2:2][CH2:3][OH:4].[N:5]1([CH2:11][C:12]2[CH:13]=[CH:14][C:15]([NH:18][C:19]([C:21]3[C:22]4[N:23]=[CH:24][CH:25]=[N:26][C:27]=4[C:28]([C:31]4[C:36]([Cl:37])=[C:35]([O:38][CH3:39])[CH:34]=[C:33]([O:40][CH3:41])[C:32]=4[Cl:42])=[CH:29][CH:30]=3)=[O:20])=[N:16][CH:17]=2)[CH2:10][CH2:9][NH:8][CH2:7][CH2:6]1. Product: [OH:4][CH2:3][CH2:2][N:8]1[CH2:7][CH2:6][N:5]([CH2:11][C:12]2[CH:13]=[CH:14][C:15]([NH:18][C:19]([C:21]3[C:22]4[N:23]=[CH:24][CH:25]=[N:26][C:27]=4[C:28]([C:31]4[C:36]([Cl:37])=[C:35]([O:38][CH3:39])[CH:34]=[C:33]([O:40][CH3:41])[C:32]=4[Cl:42])=[CH:29][CH:30]=3)=[O:20])=[N:16][CH:17]=2)[CH2:10][CH2:9]1. The catalyst class is: 23. (5) Reactant: [OH:1][CH:2]1[CH2:7][CH2:6][N:5]([CH2:8][C:9]2[CH:14]=[CH:13][CH:12]=[CH:11][CH:10]=2)[CH2:4][CH:3]1[C:15]([NH2:17])=O.B.CSC.CO. Product: [NH2:17][CH2:15][CH:3]1[CH:2]([OH:1])[CH2:7][CH2:6][N:5]([CH2:8][C:9]2[CH:14]=[CH:13][CH:12]=[CH:11][CH:10]=2)[CH2:4]1. The catalyst class is: 1.